Task: Predict the reaction yield, written as a fraction of the theoretical maximum amount of product (1.0 means a 100% yield; for example, 0.34 means a 34% yield).. Dataset: Reaction yield outcomes from USPTO patents with 853,638 reactions The reactants are C([O:4][C@H:5]1[C@H:10]([O:11]C(=O)C)[C@@H:9]([O:15]C(=O)C)[C@H:8]([C:19]2[CH:24]=[CH:23][C:22]([Cl:25])=[C:21]([CH2:26][C:27]3[CH:32]=[CH:31][C:30]([C:33]4([CH:36]=O)[CH2:35][CH2:34]4)=[CH:29][CH:28]=3)[CH:20]=2)[O:7][C@@H:6]1[CH2:38][O:39]C(=O)C)(=O)C.N1C=CC=CC=1.Cl.[CH3:50][O:51][NH2:52]. The catalyst is C(O)C. The product is [CH3:50][O:51][N:52]=[CH:36][C:33]1([C:30]2[CH:31]=[CH:32][C:27]([CH2:26][C:21]3[CH:20]=[C:19]([C@H:8]4[C@H:9]([OH:15])[C@@H:10]([OH:11])[C@H:5]([OH:4])[C@@H:6]([CH2:38][OH:39])[O:7]4)[CH:24]=[CH:23][C:22]=3[Cl:25])=[CH:28][CH:29]=2)[CH2:35][CH2:34]1. The yield is 0.770.